From a dataset of Full USPTO retrosynthesis dataset with 1.9M reactions from patents (1976-2016). Predict the reactants needed to synthesize the given product. (1) Given the product [CH3:44][N:42]([CH3:43])[CH2:41][CH2:40][CH2:39][N:38]([CH2:37][CH2:36][CH2:35][N:34]([CH3:33])[CH3:45])[C:23]([CH2:22][NH:21][C:19](=[O:20])[C:18]1[CH:17]=[CH:16][C:15]([S:12](=[O:14])(=[O:13])[NH:11][C:6]2[CH:7]=[CH:8][CH:9]=[CH:10][C:5]=2[O:4][C:3]2[CH:28]=[CH:29][C:30]([Cl:32])=[CH:31][C:2]=2[Cl:1])=[CH:27][CH:26]=1)=[O:25], predict the reactants needed to synthesize it. The reactants are: [Cl:1][C:2]1[CH:31]=[C:30]([Cl:32])[CH:29]=[CH:28][C:3]=1[O:4][C:5]1[CH:10]=[CH:9][CH:8]=[CH:7][C:6]=1[NH:11][S:12]([C:15]1[CH:27]=[CH:26][C:18]([C:19]([NH:21][CH2:22][C:23]([OH:25])=O)=[O:20])=[CH:17][CH:16]=1)(=[O:14])=[O:13].[CH3:33][N:34]([CH3:45])[CH2:35][CH2:36][CH2:37][NH:38][CH2:39][CH2:40][CH2:41][N:42]([CH3:44])[CH3:43]. (2) Given the product [Si:1]([O:8][C:21](=[C:20]([C:18]([O:17][CH3:16])=[O:19])[CH2:27][CH2:28][CH2:29][CH2:30][CH2:31][CH2:32][CH2:33][CH2:34][CH2:35][CH2:36][CH2:37][CH3:38])[C:22]([O:24][CH3:25])=[O:23])([C:4]([CH3:7])([CH3:6])[CH3:5])([CH3:3])[CH3:2], predict the reactants needed to synthesize it. The reactants are: [Si:1]([O:8]S(C(F)(F)F)(=O)=O)([C:4]([CH3:7])([CH3:6])[CH3:5])([CH3:3])[CH3:2].[CH3:16][O:17][C:18]([CH:20]([CH2:27][CH2:28][CH2:29][CH2:30][CH2:31][CH2:32][CH2:33][CH2:34][CH2:35][CH2:36][CH2:37][CH3:38])[C:21](=O)[C:22]([O:24][CH3:25])=[O:23])=[O:19].CCN(CC)CC.